Task: Binary Classification. Given a T-cell receptor sequence (or CDR3 region) and an epitope sequence, predict whether binding occurs between them.. Dataset: TCR-epitope binding with 47,182 pairs between 192 epitopes and 23,139 TCRs (1) The epitope is FLPRVFSAV. The TCR CDR3 sequence is CASASLFGTGAGANVLTF. Result: 1 (the TCR binds to the epitope). (2) The epitope is LLALHRSYL. The TCR CDR3 sequence is CASTPGGAGDEQYF. Result: 0 (the TCR does not bind to the epitope). (3) The TCR CDR3 sequence is CASSQGARGGNQPQHF. The epitope is ELAGIGILTV. Result: 0 (the TCR does not bind to the epitope). (4) The epitope is NLVPMVATV. The TCR CDR3 sequence is CASRNLGGGTNSPLHF. Result: 1 (the TCR binds to the epitope). (5) The epitope is TPINLVRDL. The TCR CDR3 sequence is CASSVGLGWSYNEQFF. Result: 1 (the TCR binds to the epitope). (6) The epitope is EPLPQGQLTAY. The TCR CDR3 sequence is CSVRAGLNNEQFF. Result: 0 (the TCR does not bind to the epitope). (7) The epitope is NLWNTFTRL. The TCR CDR3 sequence is CASSHSEDLAYEQYF. Result: 1 (the TCR binds to the epitope). (8) The epitope is IVTDFSVIK. The TCR CDR3 sequence is CASSLYKSSYNEQFF. Result: 1 (the TCR binds to the epitope).